Dataset: Catalyst prediction with 721,799 reactions and 888 catalyst types from USPTO. Task: Predict which catalyst facilitates the given reaction. (1) Reactant: Br[C:2]1[C:10]2[C:5](=[CH:6][C:7]([S:11]([N:14]([CH2:20][C:21]3[CH:26]=[CH:25][C:24]([O:27][CH3:28])=[CH:23][C:22]=3[O:29][CH3:30])[C:15]3[S:19][N:18]=[CH:17][N:16]=3)(=[O:13])=[O:12])=[CH:8][CH:9]=2)[N:4]([CH3:31])[CH:3]=1.[B:32]1([B:32]2[O:36][C:35]([CH3:38])([CH3:37])[C:34]([CH3:40])([CH3:39])[O:33]2)[O:36][C:35]([CH3:38])([CH3:37])[C:34]([CH3:40])([CH3:39])[O:33]1.C([O-])(=O)C.[K+].CC(C1C=C(C(C)C)C(C2C=CC=CC=2P(C2CCCCC2)C2CCCCC2)=C(C(C)C)C=1)C. Product: [CH3:30][O:29][C:22]1[CH:23]=[C:24]([O:27][CH3:28])[CH:25]=[CH:26][C:21]=1[CH2:20][N:14]([C:15]1[S:19][N:18]=[CH:17][N:16]=1)[S:11]([C:7]1[CH:6]=[C:5]2[C:10]([C:2]([B:32]3[O:36][C:35]([CH3:38])([CH3:37])[C:34]([CH3:40])([CH3:39])[O:33]3)=[CH:3][N:4]2[CH3:31])=[CH:9][CH:8]=1)(=[O:12])=[O:13]. The catalyst class is: 102. (2) Reactant: [C:1]1([CH3:8])[C:6]([OH:7])=[CH:5][CH:4]=[CH:3][CH:2]=1.[H-].[Na+].[CH2:11](Br)[CH:12]=[CH2:13]. Product: [CH2:13]([O:7][CH2:6][CH:1]=[CH2:8])[CH:12]=[CH2:11].[C:1]1([CH3:8])[C:6]([OH:7])=[CH:5][CH:4]=[CH:3][CH:2]=1. The catalyst class is: 3.